This data is from CYP1A2 inhibition data for predicting drug metabolism from PubChem BioAssay. The task is: Regression/Classification. Given a drug SMILES string, predict its absorption, distribution, metabolism, or excretion properties. Task type varies by dataset: regression for continuous measurements (e.g., permeability, clearance, half-life) or binary classification for categorical outcomes (e.g., BBB penetration, CYP inhibition). Dataset: cyp1a2_veith. The drug is COc1ccc(Cl)cc1S(=O)(=O)N1CCN(C(=O)c2cc(OC)c(OC)c(OC)c2)CC1. The result is 0 (non-inhibitor).